Dataset: Full USPTO retrosynthesis dataset with 1.9M reactions from patents (1976-2016). Task: Predict the reactants needed to synthesize the given product. (1) Given the product [CH3:11][O:12][C:13]1[CH:19]=[CH:18][C:16]([NH:17][C:7]([C:6]2[CH:9]=[CH:10][C:3]([S:2][CH3:1])=[CH:4][CH:5]=2)=[NH:8])=[CH:15][CH:14]=1, predict the reactants needed to synthesize it. The reactants are: [CH3:1][S:2][C:3]1[CH:10]=[CH:9][C:6]([C:7]#[N:8])=[CH:5][CH:4]=1.[CH3:11][O:12][C:13]1[CH:19]=[CH:18][C:16]([NH2:17])=[CH:15][CH:14]=1.[K+].[Br-]. (2) Given the product [Si:12]([O:1][CH:2]([CH2:8][CH2:9][CH2:10][CH3:11])[C:3]([O:5][CH2:6][CH3:7])=[O:4])([C:15]([CH3:18])([CH3:17])[CH3:16])([CH3:14])[CH3:13], predict the reactants needed to synthesize it. The reactants are: [OH:1][CH:2]([CH2:8][CH2:9][CH2:10][CH3:11])[C:3]([O:5][CH2:6][CH3:7])=[O:4].[Si:12](OC(CCC)CC(OCC)=O)([C:15]([CH3:18])([CH3:17])[CH3:16])([CH3:14])[CH3:13]. (3) Given the product [C:14]12([CH2:24][C:25]([NH:1][N:2]3[C:7](=[O:8])[C:6]4[CH:9]=[CH:10][S:11][C:5]=4[N:4]=[C:3]3[CH2:12][CH3:13])=[O:26])[CH2:21][CH:20]3[CH2:19][CH:18]([CH2:17][CH:16]([CH2:22]3)[CH2:15]1)[CH2:23]2, predict the reactants needed to synthesize it. The reactants are: [NH2:1][N:2]1[C:7](=[O:8])[C:6]2[CH:9]=[CH:10][S:11][C:5]=2[N:4]=[C:3]1[CH2:12][CH3:13].[C:14]12([CH2:24][C:25](Cl)=[O:26])[CH2:23][CH:18]3[CH2:19][CH:20]([CH2:22][CH:16]([CH2:17]3)[CH2:15]1)[CH2:21]2.